From a dataset of Acute oral toxicity (LD50) regression data from Zhu et al.. Regression/Classification. Given a drug SMILES string, predict its toxicity properties. Task type varies by dataset: regression for continuous values (e.g., LD50, hERG inhibition percentage) or binary classification for toxic/non-toxic outcomes (e.g., AMES mutagenicity, cardiotoxicity, hepatotoxicity). Dataset: ld50_zhu. (1) The drug is CCCCCOc1ccc(C2SC(=O)NC2=O)cc1OCC. The rat oral LD50 is 1.87, given as -log10 of the dose in mol/kg body weight (higher means more acutely toxic). (2) The compound is CN1CCC2(C)c3cc(OC(=O)NCCCCCCCCCCN4CCCCC4)ccc3N(C)C12. The rat oral LD50 is 4.50, given as -log10 of the dose in mol/kg body weight (higher means more acutely toxic). (3) The rat oral LD50 is 1.34, given as -log10 of the dose in mol/kg body weight (higher means more acutely toxic). The drug is COCCOCCO. (4) The compound is Nc1ccc(O)c(C(=O)O)c1. The rat oral LD50 is 1.74, given as -log10 of the dose in mol/kg body weight (higher means more acutely toxic). (5) The compound is C=CC(=O)OCC1CO1. The rat oral LD50 is 2.79, given as -log10 of the dose in mol/kg body weight (higher means more acutely toxic).